This data is from Forward reaction prediction with 1.9M reactions from USPTO patents (1976-2016). The task is: Predict the product of the given reaction. Given the reactants [C:1]([OH:10])(=[O:9])[C@@H:2]([C@H:4]([C:6]([OH:8])=[O:7])[OH:5])[OH:3].O1CCCC1.[CH3:16][C@@:17]12[C:25](=[O:26])[CH2:24][CH2:23][C@H:22]1[C@@H:21]1[CH2:27][CH:28]=[C:29]3[CH2:34][C@@H:33]([OH:35])[CH2:32][CH2:31][C@:30]3([CH3:36])[C@H:20]1[CH2:19][CH2:18]2, predict the reaction product. The product is: [CH3:16][C@@:17]12[C:25](=[O:26])[CH2:24][CH2:23][C@H:22]1[C@@H:21]1[CH2:27][CH:28]=[C:29]3[CH2:34][C@@H:33]([OH:35])[CH2:32][CH2:31][C@:30]3([CH3:36])[C@H:20]1[CH2:19][CH2:18]2.[C:1]([OH:10])(=[O:9])[C@@H:2]([C@H:4]([C:6]([OH:8])=[O:7])[OH:5])[OH:3].